From a dataset of Full USPTO retrosynthesis dataset with 1.9M reactions from patents (1976-2016). Predict the reactants needed to synthesize the given product. (1) Given the product [Br:22][C:19]1[CH:20]=[CH:21][C:16]([CH2:15][C:13]2[CH:12]=[N:11][CH:10]=[CH:9][N:23]=2)=[CH:17][CH:18]=1, predict the reactants needed to synthesize it. The reactants are: C(O[C:9]1[CH:10]=[N:11][CH:12]=[C:13]([CH2:15][C:16]2[CH:21]=[CH:20][C:19]([Br:22])=[CH:18][CH:17]=2)C=1)C1C=CC=CC=1.[N:23]1C=CN=CC=1C(O)=O. (2) Given the product [NH2:28][C:26]([C:24]1[CH:23]=[CH:22][C:7]([O:8][C@H:9]2[CH2:14][CH2:13][CH2:12][N:11]([C:15]([O:17][C:18]([CH3:21])([CH3:20])[CH3:19])=[O:16])[CH2:10]2)=[C:6]([NH:5][C:29](=[NH:36])[C:30]2[CH:35]=[CH:34][CH:33]=[CH:32][CH:31]=2)[CH:25]=1)=[O:27], predict the reactants needed to synthesize it. The reactants are: C[Al](C)C.[NH2:5][C:6]1[CH:25]=[C:24]([C:26]([NH2:28])=[O:27])[CH:23]=[CH:22][C:7]=1[O:8][C@H:9]1[CH2:14][CH2:13][CH2:12][N:11]([C:15]([O:17][C:18]([CH3:21])([CH3:20])[CH3:19])=[O:16])[CH2:10]1.[C:29](#[N:36])[C:30]1[CH:35]=[CH:34][CH:33]=[CH:32][CH:31]=1. (3) Given the product [Cl:26][C:22]1[C:21]([CH3:27])=[CH:20][C:19]([O:18][CH2:17][CH2:16][N:1]2[C:9]3[C:4](=[CH:5][CH:6]=[CH:7][CH:8]=3)[C:3]([CH2:10][C:11]([O:13][CH3:14])=[O:12])=[CH:2]2)=[CH:24][C:23]=1[CH3:25], predict the reactants needed to synthesize it. The reactants are: [NH:1]1[C:9]2[C:4](=[CH:5][CH:6]=[CH:7][CH:8]=2)[C:3]([CH2:10][C:11]([O:13][CH3:14])=[O:12])=[CH:2]1.Br[CH2:16][CH2:17][O:18][C:19]1[CH:20]=[C:21]([CH3:27])[C:22]([Cl:26])=[C:23]([CH3:25])[CH:24]=1. (4) Given the product [C:1]1([S:7]([N:10]2[CH2:14][CH:13]([C:15]([N:28]3[CH2:29][CH2:30][N:25]([C:31]4[CH:32]=[CH:33][C:34]([C:37]#[N:38])=[CH:35][N:36]=4)[CH2:26][CH2:27]3)=[O:16])[N:12]([CH:18]3[CH2:23][CH2:22][CH2:21][CH2:20][CH2:19]3)[C:11]2=[O:24])(=[O:8])=[O:9])[CH:6]=[CH:5][CH:4]=[CH:3][CH:2]=1, predict the reactants needed to synthesize it. The reactants are: [C:1]1([S:7]([N:10]2[CH2:14][CH:13]([C:15](O)=[O:16])[N:12]([CH:18]3[CH2:23][CH2:22][CH2:21][CH2:20][CH2:19]3)[C:11]2=[O:24])(=[O:9])=[O:8])[CH:6]=[CH:5][CH:4]=[CH:3][CH:2]=1.[N:25]1([C:31]2[N:36]=[CH:35][C:34]([C:37]#[N:38])=[CH:33][CH:32]=2)[CH2:30][CH2:29][NH:28][CH2:27][CH2:26]1. (5) Given the product [Cl:29][C:28]1[CH:27]=[C:26]2[C:22]([C:23]([C:30]([O:32][CH3:33])=[O:31])=[CH:24][NH:25]2)=[CH:21][C:20]=1[C:17]1[CH:16]=[CH:15][C:14]([C:10]2([CH2:9][OH:8])[CH2:11][O:12][CH2:13]2)=[CH:19][CH:18]=1, predict the reactants needed to synthesize it. The reactants are: C([O:8][CH2:9][C:10]1([C:14]2[CH:19]=[CH:18][C:17]([C:20]3[CH:21]=[C:22]4[C:26](=[CH:27][C:28]=3[Cl:29])[NH:25][CH:24]=[C:23]4[C:30]([O:32][CH3:33])=[O:31])=[CH:16][CH:15]=2)[CH2:13][O:12][CH2:11]1)C1C=CC=CC=1.B(Cl)(Cl)Cl. (6) Given the product [CH3:1][O:2][C:3]1[CH:4]=[C:5]([C:9]2[CH2:18][CH2:17][C:16]3[C:11](=[CH:12][CH:13]=[C:14]([O:19][CH3:20])[CH:15]=3)[C:10]=2[C:21]([C:23]2[CH:28]=[CH:27][C:26]([O:29][CH2:38][CH2:39][N:40]3[CH2:45][CH2:44][CH2:43][CH2:42][CH2:41]3)=[CH:25][CH:24]=2)=[O:22])[CH:6]=[CH:7][CH:8]=1, predict the reactants needed to synthesize it. The reactants are: [CH3:1][O:2][C:3]1[CH:4]=[C:5]([C:9]2[CH2:18][CH2:17][C:16]3[C:11](=[CH:12][CH:13]=[C:14]([O:19][CH3:20])[CH:15]=3)[C:10]=2[C:21]([C:23]2[CH:28]=[CH:27][C:26]([OH:29])=[CH:25][CH:24]=2)=[O:22])[CH:6]=[CH:7][CH:8]=1.C([O-])([O-])=O.[K+].[K+].Cl.Cl[CH2:38][CH2:39][N:40]1[CH2:45][CH2:44][CH2:43][CH2:42][CH2:41]1. (7) Given the product [F:1][CH:2]([F:21])[C:3]1[N:8]=[C:7]([CH:9]2[CH2:14][CH2:13][CH:12]([CH:15]([NH2:36])[CH2:19][CH3:20])[CH2:11][CH2:10]2)[CH:6]=[CH:5][CH:4]=1, predict the reactants needed to synthesize it. The reactants are: [F:1][CH:2]([F:21])[C:3]1[N:8]=[C:7]([CH:9]2[CH2:14][CH2:13][CH:12]([CH:15]([CH2:19][CH3:20])C(O)=O)[CH2:11][CH2:10]2)[CH:6]=[CH:5][CH:4]=1.C1(P([N:36]=[N+]=[N-])(C2C=CC=CC=2)=O)C=CC=CC=1.C(N(CC)CC)C.[OH-].[Li+].Cl. (8) Given the product [CH3:9][CH:8]([CH3:10])[CH:7]([NH:11][S:12]([C:15]1[CH:16]=[CH:17][C:18]([C:21]2[CH:26]=[CH:25][C:24]([O:27][C:28]3[CH:33]=[CH:32][C:31]([C:34]([F:36])([F:35])[F:37])=[CH:30][N:29]=3)=[CH:23][CH:22]=2)=[CH:19][CH:20]=1)(=[O:14])=[O:13])[C:6]([OH:38])=[O:5], predict the reactants needed to synthesize it. The reactants are: C([O:5][C:6](=[O:38])[CH:7]([NH:11][S:12]([C:15]1[CH:20]=[CH:19][C:18]([C:21]2[CH:26]=[CH:25][C:24]([O:27][C:28]3[CH:33]=[CH:32][C:31]([C:34]([F:37])([F:36])[F:35])=[CH:30][N:29]=3)=[CH:23][CH:22]=2)=[CH:17][CH:16]=1)(=[O:14])=[O:13])[CH:8]([CH3:10])[CH3:9])(C)(C)C.C(O)(C(F)(F)F)=O. (9) The reactants are: [F:1][C:2]([F:46])([F:45])[C:3]1[CH:4]=[C:5]([CH:38]=[C:39]([C:41]([F:44])([F:43])[F:42])[CH:40]=1)[CH2:6][N:7]([C:31]1[N:36]=[CH:35][C:34](Br)=[CH:33][N:32]=1)[CH2:8][C:9]1[C:10]([C:20]2[CH:25]=[C:24]([CH:26]([CH3:28])[CH3:27])[CH:23]=[CH:22][C:21]=2[O:29][CH3:30])=[N:11][C:12]2[C:17]([CH:18]=1)=[CH:16][CH:15]=[CH:14][C:13]=2[CH3:19].C([PH+](C(C)(C)C)C(C)(C)C)(C)(C)C.F[B-](F)(F)F.[H+].[C:66]([O:70][CH3:71])(=[O:69])[CH:67]=[CH2:68].C(N(CC)C(C)C)(C)C. Given the product [F:1][C:2]([F:46])([F:45])[C:3]1[CH:4]=[C:5]([CH:38]=[C:39]([C:41]([F:44])([F:43])[F:42])[CH:40]=1)[CH2:6][N:7]([CH2:8][C:9]1[C:10]([C:20]2[CH:25]=[C:24]([CH:26]([CH3:28])[CH3:27])[CH:23]=[CH:22][C:21]=2[O:29][CH3:30])=[N:11][C:12]2[C:17]([CH:18]=1)=[CH:16][CH:15]=[CH:14][C:13]=2[CH3:19])[C:31]1[N:36]=[CH:35][C:34]([CH:68]=[CH:67][C:66]([O:70][CH3:71])=[O:69])=[CH:33][N:32]=1, predict the reactants needed to synthesize it. (10) Given the product [CH3:1][O:2][C:3]1[CH:8]=[CH:7][C:6]([CH:9]([CH3:13])[C:10]([Cl:16])=[O:11])=[CH:5][CH:4]=1, predict the reactants needed to synthesize it. The reactants are: [CH3:1][O:2][C:3]1[CH:8]=[CH:7][C:6]([CH:9]([CH3:13])[C:10](O)=[O:11])=[CH:5][CH:4]=1.S(Cl)([Cl:16])=O.